Dataset: Catalyst prediction with 721,799 reactions and 888 catalyst types from USPTO. Task: Predict which catalyst facilitates the given reaction. (1) Product: [Cl:1][C:2]1[CH:10]=[C:9]2[C:5]([CH:6]=[C:7]([C:13](=[O:30])[NH:14][CH:15]([C:20]3[CH:25]=[CH:24][CH:23]=[C:22]([C:26]([F:29])([F:28])[F:27])[CH:21]=3)[C:16]([F:17])([F:18])[F:19])[N:8]2[CH2:11][CH3:12])=[CH:4][C:3]=1[C:31]([OH:33])=[O:32]. The catalyst class is: 4. Reactant: [Cl:1][C:2]1[CH:10]=[C:9]2[C:5]([CH:6]=[C:7]([C:13](=[O:30])[NH:14][CH:15]([C:20]3[CH:25]=[CH:24][CH:23]=[C:22]([C:26]([F:29])([F:28])[F:27])[CH:21]=3)[C:16]([F:19])([F:18])[F:17])[N:8]2[CH2:11][CH3:12])=[CH:4][C:3]=1[C:31]([O:33]CC)=[O:32].B(Br)(Br)Br.O. (2) Reactant: [NH2:1][C:2]1[CH:3]=[N:4][N:5]([CH3:11])[C:6]=1[C:7]([O:9][CH3:10])=[O:8].[F:12][C:13]1[CH:21]=[CH:20][C:16]([C:17](Cl)=[O:18])=[CH:15][CH:14]=1. Product: [F:12][C:13]1[CH:21]=[CH:20][C:16]([C:17]([NH:1][C:2]2[CH:3]=[N:4][N:5]([CH3:11])[C:6]=2[C:7]([O:9][CH3:10])=[O:8])=[O:18])=[CH:15][CH:14]=1. The catalyst class is: 1. (3) Reactant: [CH3:1][C:2]1[CH:7]=[CH:6][N:5]=[CH:4][CH:3]=1.[Li+].CC([N-]C(C)C)C.[Br:16][C:17]1[CH:18]=[CH:19][C:20]([C:23](N(OC)C)=[O:24])=[N:21][CH:22]=1.[Li].CC1C=CN=CC=1. Product: [Br:16][C:17]1[CH:18]=[CH:19][C:20]([C:23](=[O:24])[CH2:1][C:2]2[CH:7]=[CH:6][N:5]=[CH:4][CH:3]=2)=[N:21][CH:22]=1. The catalyst class is: 1. (4) Reactant: [CH3:1][N:2]1[CH:6]=[C:5]([C:7]2[CH:8]=[C:9]3[CH:15]=[CH:14][NH:13][C:10]3=[N:11][CH:12]=2)[CH:4]=[N:3]1.[Cl:16][C:17]1[C:24]([O:25][CH2:26][C:27]([F:30])([F:29])[F:28])=[CH:23][CH:22]=[C:21]([Cl:31])[C:18]=1[CH:19]=[O:20].[OH-].[K+].O. Product: [Cl:16][C:17]1[C:24]([O:25][CH2:26][C:27]([F:29])([F:30])[F:28])=[CH:23][CH:22]=[C:21]([Cl:31])[C:18]=1[CH:19]([C:15]1[C:9]2[C:10](=[N:11][CH:12]=[C:7]([C:5]3[CH:4]=[N:3][N:2]([CH3:1])[CH:6]=3)[CH:8]=2)[NH:13][CH:14]=1)[OH:20]. The catalyst class is: 5. (5) Product: [Br:24][CH2:11][C:7]1[C:6]([N+:12]([O-:14])=[O:13])=[C:5]([CH:10]=[CH:9][CH:8]=1)[C:4]([N:3]([O:2][CH3:1])[CH3:16])=[O:15]. Reactant: [CH3:1][O:2][N:3]([CH3:16])[C:4](=[O:15])[C:5]1[CH:10]=[CH:9][CH:8]=[C:7]([CH3:11])[C:6]=1[N+:12]([O-:14])=[O:13].C1C(=O)N([Br:24])C(=O)C1.C(OOC(=O)C1C=CC=CC=1)(=O)C1C=CC=CC=1. The catalyst class is: 53. (6) Product: [C:14]([O:18][C:19](=[O:41])[C@@H:20]([NH:24][S:25]([C:28]1[CH:29]=[CH:30][C:31]([C:34]2[CH:35]=[CH:36][C:37]([NH:40][C:11]([C:3]3[O:2][C:6]4[CH:7]=[CH:8][CH:9]=[CH:10][C:5]=4[N:4]=3)=[O:13])=[CH:38][CH:39]=2)=[CH:32][CH:33]=1)(=[O:27])=[O:26])[CH:21]([CH3:23])[CH3:22])([CH3:16])([CH3:17])[CH3:15]. Reactant: [Na+].[O:2]1[C:6]2[CH:7]=[CH:8][CH:9]=[CH:10][C:5]=2[N:4]=[C:3]1[C:11]([O-:13])=O.[C:14]([O:18][C:19](=[O:41])[C@@H:20]([NH:24][S:25]([C:28]1[CH:33]=[CH:32][C:31]([C:34]2[CH:39]=[CH:38][C:37]([NH2:40])=[CH:36][CH:35]=2)=[CH:30][CH:29]=1)(=[O:27])=[O:26])[CH:21]([CH3:23])[CH3:22])([CH3:17])([CH3:16])[CH3:15].F[P-](F)(F)(F)(F)F.N1(O[P+](N(C)C)(N(C)C)N(C)C)C2C=CC=CC=2N=N1.C(N(CC)C(C)C)(C)C. The catalyst class is: 650. (7) Product: [CH2:1]([CH:3]([CH2:7][C:8]1[CH:13]=[CH:12][C:11]([O:14][CH3:15])=[C:10]([CH2:16][CH2:17][CH2:18][C:19]2[CH:24]=[CH:23][C:22]([C:25]([F:26])([F:27])[F:28])=[CH:21][CH:20]=2)[CH:9]=1)[C:4]([OH:6])=[O:5])[CH3:2]. The catalyst class is: 29. Reactant: [CH2:1]([CH:3]([CH2:7][C:8]1[CH:13]=[CH:12][C:11]([O:14][CH3:15])=[C:10]([C:16](=O)[CH2:17][CH2:18][C:19]2[CH:24]=[CH:23][C:22]([C:25]([F:28])([F:27])[F:26])=[CH:21][CH:20]=2)[CH:9]=1)[C:4]([OH:6])=[O:5])[CH3:2].